Dataset: Forward reaction prediction with 1.9M reactions from USPTO patents (1976-2016). Task: Predict the product of the given reaction. (1) Given the reactants C(Cl)(=O)C(Cl)=O.[C:7]1([C:13]2[CH:14]=[C:15]([C:19]([OH:21])=O)[CH:16]=[N:17][CH:18]=2)[CH:12]=[CH:11][CH:10]=[CH:9][CH:8]=1.[NH2:22][C:23]1[CH:32]=[C:31]([C:33]2[CH:38]=[CH:37][CH:36]=[CH:35][C:34]=2[N:39]([C:42]([O:44][C:45]([CH3:48])([CH3:47])[CH3:46])=[O:43])[CH2:40][CH3:41])[CH:30]=[CH:29][C:24]=1[C:25]([O:27][CH3:28])=[O:26].C(OCC)(=O)C, predict the reaction product. The product is: [C:45]([O:44][C:42]([N:39]([CH2:40][CH3:41])[C:34]1[CH:35]=[CH:36][CH:37]=[CH:38][C:33]=1[C:31]1[CH:30]=[CH:29][C:24]([C:25]([O:27][CH3:28])=[O:26])=[C:23]([NH:22][C:19]([C:15]2[CH:16]=[N:17][CH:18]=[C:13]([C:7]3[CH:8]=[CH:9][CH:10]=[CH:11][CH:12]=3)[CH:14]=2)=[O:21])[CH:32]=1)=[O:43])([CH3:48])([CH3:47])[CH3:46]. (2) Given the reactants [C:1]([O:4]O)(=O)[CH3:2].C([C:9]1[CH:14]=[CH:13][CH:12]=[CH:11][CH:10]=1)C=C.S(=O)(O)[O-].[Na+].[C:20](OCC)(=[O:22])C, predict the reaction product. The product is: [OH:22][CH2:20][C:1]([CH2:2][C:9]1[CH:14]=[CH:13][CH:12]=[CH:11][CH:10]=1)=[O:4]. (3) Given the reactants [CH3:1][C:2]1[C:3]([CH:12]2[CH2:14][O:13]2)=[CH:4][C:5]2[CH2:9][O:8][C:7](=[O:10])[C:6]=2[CH:11]=1.[O:15]=[C:16]1[CH2:21][NH:20][CH2:19][CH2:18][N:17]1[CH:22]1[CH2:31][CH2:30][C:29]2[CH:28]=[C:27]([C:32]#[N:33])[CH:26]=[CH:25][C:24]=2[CH2:23]1, predict the reaction product. The product is: [OH:13][CH:12]([C:3]1[C:2]([CH3:1])=[CH:11][C:6]2[C:7](=[O:10])[O:8][CH2:9][C:5]=2[CH:4]=1)[CH2:14][N:20]1[CH2:19][CH2:18][N:17]([CH:22]2[CH2:31][CH2:30][C:29]3[CH:28]=[C:27]([C:32]#[N:33])[CH:26]=[CH:25][C:24]=3[CH2:23]2)[C:16](=[O:15])[CH2:21]1. (4) Given the reactants [C:1]([N:9]=C=O)(=[O:8])C1C=CC=CC=1.C(O[C:15]([C:17]1[O:32][C:20]2=[N:21][C:22]([C:26]3[CH:31]=[CH:30][CH:29]=[CH:28][CH:27]=3)=[CH:23][C:24]([CH3:25])=[C:19]2[C:18]=1[NH2:33])=[O:16])C.CC[O-].[Na+].C(O)C, predict the reaction product. The product is: [CH3:25][C:24]1[C:19]2[C:18]3[NH:33][C:1](=[O:8])[NH:9][C:15](=[O:16])[C:17]=3[O:32][C:20]=2[N:21]=[C:22]([C:26]2[CH:27]=[CH:28][CH:29]=[CH:30][CH:31]=2)[CH:23]=1. (5) The product is: [C:1]([C:3]([C:9]1[CH:10]=[C:11]([CH:15]=[CH:16][CH:17]=1)[C:12]([NH:29][C:30]1[CH:31]=[CH:32][C:33]([O:52][CH3:53])=[C:34]([O:35][C:36]2[CH:37]=[CH:38][C:39]3[N:40]([CH:42]=[C:43]([NH:45][C:46]([CH:48]4[CH2:50][CH2:49]4)=[O:47])[N:44]=3)[N:41]=2)[CH:51]=1)=[O:14])([CH3:8])[CH2:4][CH:5]1[CH2:6][CH2:7]1)#[N:2]. Given the reactants [C:1]([C:3]([C:9]1[CH:10]=[C:11]([CH:15]=[CH:16][CH:17]=1)[C:12]([OH:14])=O)([CH3:8])[CH2:4][CH:5]1[CH2:7][CH2:6]1)#[N:2].C(Cl)(=O)C(Cl)=O.O1CCCC1.[NH2:29][C:30]1[CH:31]=[CH:32][C:33]([O:52][CH3:53])=[C:34]([CH:51]=1)[O:35][C:36]1[CH:37]=[CH:38][C:39]2[N:40]([CH:42]=[C:43]([NH:45][C:46]([CH:48]3[CH2:50][CH2:49]3)=[O:47])[N:44]=2)[N:41]=1, predict the reaction product. (6) Given the reactants C(NC(C)C)(C)C.[Li+].CCC[CH2-].[N:13]1([C:24]([O:26][C:27]([CH3:30])([CH3:29])[CH3:28])=[O:25])[CH2:18][CH2:17][CH:16]([C:19]([O:21][CH2:22][CH3:23])=[O:20])[CH2:15][CH2:14]1.[Li+].CC([N-]C(C)C)C.Br[CH2:40][CH2:41][CH2:42][O:43][Si:44]([C:47]([CH3:50])([CH3:49])[CH3:48])([CH3:46])[CH3:45], predict the reaction product. The product is: [CH3:49][C:47]([Si:44]([CH3:46])([CH3:45])[O:43][CH2:42][CH2:41][CH2:40][C:16]1([C:19]([O:21][CH2:22][CH3:23])=[O:20])[CH2:15][CH2:14][N:13]([C:24]([O:26][C:27]([CH3:29])([CH3:28])[CH3:30])=[O:25])[CH2:18][CH2:17]1)([CH3:48])[CH3:50]. (7) The product is: [F:14][C:13]1[CH:12]=[CH:11][C:10]([N+:15]([O-:17])=[O:16])=[CH:9][C:8]=1[C:26]1[N:25]([C:23]([O:22][C:18]([CH3:21])([CH3:20])[CH3:19])=[O:24])[CH:29]=[CH:28][CH:27]=1. Given the reactants C(=O)([O-])[O-].[Na+].[Na+].Br[C:8]1[CH:9]=[C:10]([N+:15]([O-:17])=[O:16])[CH:11]=[CH:12][C:13]=1[F:14].[C:18]([O:22][C:23]([N:25]1[CH:29]=[CH:28][CH:27]=[C:26]1B(O)O)=[O:24])([CH3:21])([CH3:20])[CH3:19].C(=O)(O)[O-].[Na+], predict the reaction product.